From a dataset of Forward reaction prediction with 1.9M reactions from USPTO patents (1976-2016). Predict the product of the given reaction. (1) The product is: [C:1]([C:4]1[C:22](=[O:23])[C@@:8]2([CH3:24])[C:9]3[C:15]([OH:16])=[CH:14][C:13]([O:17][CH3:18])=[C:12]([C:19]([NH:21][CH2:38][C:29]4[C:30]5[C:35](=[CH:34][CH:33]=[CH:32][CH:31]=5)[CH:36]=[CH:37][C:28]=4[CH:27]([F:26])[F:40])=[O:20])[C:10]=3[O:11][C:7]2=[CH:6][C:5]=1[OH:25])(=[O:3])[CH3:2]. Given the reactants [C:1]([C:4]1[C:22](=[O:23])[C@@:8]2([CH3:24])[C:9]3[C:15]([OH:16])=[CH:14][C:13]([O:17][CH3:18])=[C:12]([C:19]([NH2:21])=[O:20])[C:10]=3[O:11][C:7]2=[CH:6][C:5]=1[OH:25])(=[O:3])[CH3:2].[F:26][CH:27]([F:40])[C:28]1[CH:37]=[CH:36][C:35]2[C:30](=[CH:31][CH:32]=[CH:33][CH:34]=2)[C:29]=1[CH:38]=O.C([SiH](CC)CC)C.FC(F)(F)C(O)=O, predict the reaction product. (2) Given the reactants [Cl:1][C:2]1[N:7]=[CH:6][C:5]([C:8](Cl)=[O:9])=[CH:4][CH:3]=1.[CH:11]([NH:14][CH:15]([CH3:17])[CH3:16])([CH3:13])[CH3:12], predict the reaction product. The product is: [Cl:1][C:2]1[N:7]=[CH:6][C:5]([C:8]([N:14]([CH:15]([CH3:17])[CH3:16])[CH:11]([CH3:13])[CH3:12])=[O:9])=[CH:4][CH:3]=1. (3) Given the reactants [C:1]([C:3]1[CH:4]=[C:5]([C:13]2[S:17][C:16]([C:18]3[CH:35]=[CH:34][C:21]4[CH2:22][CH2:23][N:24](C(OC(C)(C)C)=O)[CH2:25][CH2:26][C:20]=4[CH:19]=3)=[N:15][N:14]=2)[CH:6]=[CH:7][C:8]=1[O:9][CH:10]([CH3:12])[CH3:11])#[N:2].[ClH:36], predict the reaction product. The product is: [ClH:36].[CH3:12][CH:10]([O:9][C:8]1[CH:7]=[CH:6][C:5]([C:13]2[S:17][C:16]([C:18]3[CH:35]=[CH:34][C:21]4[CH2:22][CH2:23][NH:24][CH2:25][CH2:26][C:20]=4[CH:19]=3)=[N:15][N:14]=2)=[CH:4][C:3]=1[C:1]#[N:2])[CH3:11]. (4) Given the reactants Cl[C:2]1[CH:15]=[CH:14][C:5]([C:6]([C:8]2[CH:13]=[CH:12][CH:11]=[CH:10][CH:9]=2)=[O:7])=[CH:4][CH:3]=1.[N:16]([O-:18])=[O:17].[Na+].CC1(C)P(C2C(OC)=CC=C(OC)C=2C2C(C(C)C)=CC(C(C)C)=CC=2C(C)C)C(C)(C)CC2(OCCO2)C1.COCCOCCN(CCOCCOC)CCOCCOC, predict the reaction product. The product is: [N+:16]([C:2]1[CH:15]=[CH:14][C:5]([C:6]([C:8]2[CH:13]=[CH:12][CH:11]=[CH:10][CH:9]=2)=[O:7])=[CH:4][CH:3]=1)([O-:18])=[O:17]. (5) Given the reactants [C:1]([O:5][C:6]([N:8]1[CH2:13][CH2:12][NH:11][CH:10]([CH2:14][OH:15])[CH2:9]1)=[O:7])([CH3:4])([CH3:3])[CH3:2].C([O-])(O)=O.[Na+].Cl[C:22]([O:24][CH2:25][C:26]1[CH:31]=[CH:30][CH:29]=[CH:28][CH:27]=1)=[O:23], predict the reaction product. The product is: [CH2:25]([O:24][C:22]([N:11]1[CH2:12][CH2:13][N:8]([C:6]([O:5][C:1]([CH3:4])([CH3:3])[CH3:2])=[O:7])[CH2:9][CH:10]1[CH2:14][OH:15])=[O:23])[C:26]1[CH:31]=[CH:30][CH:29]=[CH:28][CH:27]=1. (6) Given the reactants [CH2:1]([O:3][C:4](=[O:30])[C:5]([O:27][CH2:28][CH3:29])=[CH:6][C:7]1[CH:12]=[CH:11][CH:10]=[C:9]([O:13][CH2:14][CH2:15][C:16]2[CH:21]=[CH:20][C:19]([O:22][S:23]([CH3:26])(=[O:25])=[O:24])=[CH:18][CH:17]=2)[CH:8]=1)[CH3:2].C(O)(=O)C, predict the reaction product. The product is: [CH2:1]([O:3][C:4](=[O:30])[CH:5]([O:27][CH2:28][CH3:29])[CH2:6][C:7]1[CH:12]=[CH:11][CH:10]=[C:9]([O:13][CH2:14][CH2:15][C:16]2[CH:17]=[CH:18][C:19]([O:22][S:23]([CH3:26])(=[O:25])=[O:24])=[CH:20][CH:21]=2)[CH:8]=1)[CH3:2].